Dataset: NCI-60 drug combinations with 297,098 pairs across 59 cell lines. Task: Regression. Given two drug SMILES strings and cell line genomic features, predict the synergy score measuring deviation from expected non-interaction effect. (1) Drug 1: CC12CCC3C(C1CCC2NC(=O)OCC(F)(F)F)CCC4C3(C=CC(=O)N4C)C. Drug 2: CC1CC(C(C(C=C(C(C(C=CC=C(C(=O)NC2=CC(=O)C(=C(C1)C2=O)OC)C)OC)OC(=O)N)C)C)O)OC. Cell line: T-47D. Synergy scores: CSS=5.28, Synergy_ZIP=3.95, Synergy_Bliss=3.94, Synergy_Loewe=5.30, Synergy_HSA=5.48. (2) Drug 2: C(CN)CNCCSP(=O)(O)O. Cell line: SK-MEL-2. Synergy scores: CSS=3.57, Synergy_ZIP=-10.7, Synergy_Bliss=-23.2, Synergy_Loewe=-24.1, Synergy_HSA=-24.3. Drug 1: CC12CCC3C(C1CCC2=O)CC(=C)C4=CC(=O)C=CC34C.